Dataset: Forward reaction prediction with 1.9M reactions from USPTO patents (1976-2016). Task: Predict the product of the given reaction. (1) Given the reactants [NH2:1][CH:2]1[C:11]2[CH:10]=[N:9][CH:8]=[C:7]([C:12]3[CH:19]=[CH:18][C:15]([C:16]#[N:17])=[CH:14][CH:13]=3)[C:6]=2[CH2:5][CH2:4][CH2:3]1.Cl[C:21]([O:23][CH2:24][CH3:25])=[O:22], predict the reaction product. The product is: [C:16]([C:15]1[CH:14]=[CH:13][C:12]([C:7]2[C:6]3[CH2:5][CH2:4][CH2:3][CH:2]([NH:1][C:21](=[O:22])[O:23][CH2:24][CH3:25])[C:11]=3[CH:10]=[N:9][CH:8]=2)=[CH:19][CH:18]=1)#[N:17]. (2) The product is: [CH2:1]([CH:5]1[CH2:9][C:8]2([CH2:13][CH2:12][CH2:11][CH2:10][CH2:16]2)[C:7](=[O:14])[O:6]1)[CH2:2][CH:3]=[CH2:4]. Given the reactants [CH2:1]([CH:5]1[CH2:9][C:8]2([CH2:13][CH2:12][CH2:11][CH2:10]2)[C:7](=[O:14])[O:6]1)[CH2:2][CH:3]=[CH2:4].O[CH:16]1CC2(CCCCC2)C(=O)O1.OC1CC2(CCCC2)C(=O)O1, predict the reaction product. (3) Given the reactants ClC1C=CC=C(Cl)C=1C(NC1C(C2NC3C=CC(CN4CCOCC4)=CC=3N=2)=NNC=1)=O.[CH3:33][C:34]1[CH:50]=[CH:49][C:37]([C:38]([NH:40][C:41]2[C:42]([C:46](O)=O)=[N:43][NH:44][CH:45]=2)=[O:39])=[CH:36][CH:35]=1.[CH3:51][C:52]1[CH:53]=[C:54]([NH2:60])[C:55]([NH2:59])=[CH:56][C:57]=1[CH3:58], predict the reaction product. The product is: [CH3:51][C:52]1[C:57]([CH3:58])=[CH:56][C:55]2[NH:59][C:46]([C:42]3[C:41]([NH:40][C:38](=[O:39])[C:37]4[CH:49]=[CH:50][C:34]([CH3:33])=[CH:35][CH:36]=4)=[CH:45][NH:44][N:43]=3)=[N:60][C:54]=2[CH:53]=1. (4) Given the reactants [NH2:1][C@H:2]([C:11]([OH:13])=[O:12])[CH2:3][C:4]1[CH:9]=[CH:8][C:7]([OH:10])=[CH:6][CH:5]=1.CC1C(O)=C(C=O)C(COP(O)(O)=O)=CN=1.C(N(CC(O)=O)CC(O)=O)CN(CC(O)=O)CC(O)=O, predict the reaction product. The product is: [C:7]1([OH:10])[CH:8]=[CH:9][CH:4]=[CH:5][CH:6]=1.[NH2:1][C@H:2]([C:11]([OH:13])=[O:12])[CH2:3][C:4]1[CH:5]=[CH:6][C:7]([OH:10])=[CH:8][CH:9]=1. (5) Given the reactants [N:1]1([C:7]2[CH:8]=[CH:9][C:10]3[CH2:16][CH2:15][N:14]([C:17]([O:19][C:20]([CH3:23])([CH3:22])[CH3:21])=[O:18])[CH2:13][CH2:12][C:11]=3[N:24]=2)[CH2:6][CH2:5][S:4][CH2:3][CH2:2]1.[OH2:25], predict the reaction product. The product is: [O:25]=[S:4]1[CH2:5][CH2:6][N:1]([C:7]2[CH:8]=[CH:9][C:10]3[CH2:16][CH2:15][N:14]([C:17]([O:19][C:20]([CH3:21])([CH3:23])[CH3:22])=[O:18])[CH2:13][CH2:12][C:11]=3[N:24]=2)[CH2:2][CH2:3]1. (6) Given the reactants [CH3:1][N:2]1[CH:6]=[CH:5][N:4]=[CH:3]1.C([Li])CCC.COCN[C:16](=[O:28])[CH2:17][CH2:18][CH2:19][NH:20][C:21](=[O:27])[O:22][C:23]([CH3:26])([CH3:25])[CH3:24], predict the reaction product. The product is: [CH3:26][C:23]([O:22][C:21](=[O:27])[NH:20][CH2:19][CH2:18][CH2:17][C:16]([C:3]1[N:2]([CH3:1])[CH:6]=[CH:5][N:4]=1)=[O:28])([CH3:24])[CH3:25].